From a dataset of Full USPTO retrosynthesis dataset with 1.9M reactions from patents (1976-2016). Predict the reactants needed to synthesize the given product. (1) Given the product [CH2:1]([O:3][C:4]([N:6]1[CH2:11][CH2:10][N:9]([C:12](=[O:49])[C@@H:13]([NH:22][C:23]([C:25]2[CH:29]=[C:28]([O:30][CH2:31][C:32]([OH:34])=[O:33])[N:27]([C:42]3[CH:47]=[CH:46][CH:45]=[C:44]([F:48])[CH:43]=3)[N:26]=2)=[O:24])[CH2:14][C:15]([O:17][C:18]([CH3:21])([CH3:20])[CH3:19])=[O:16])[CH2:8][CH2:7]1)=[O:5])[CH3:2], predict the reactants needed to synthesize it. The reactants are: [CH2:1]([O:3][C:4]([N:6]1[CH2:11][CH2:10][N:9]([C:12](=[O:49])[C@@H:13]([NH:22][C:23]([C:25]2[CH:29]=[C:28]([O:30][CH2:31][C:32]([O:34]CC3C=CC=CC=3)=[O:33])[N:27]([C:42]3[CH:47]=[CH:46][CH:45]=[C:44]([F:48])[CH:43]=3)[N:26]=2)=[O:24])[CH2:14][C:15]([O:17][C:18]([CH3:21])([CH3:20])[CH3:19])=[O:16])[CH2:8][CH2:7]1)=[O:5])[CH3:2]. (2) Given the product [Cl:1][C:2]1[CH:3]=[CH:4][C:5]([O:29][CH2:30][CH:31]([F:33])[F:32])=[C:6]([C:8]2[C:9]3[N:10]([N:14]=[C:15]([NH:17][C:18]4[CH:28]=[CH:27][C:21]5[CH2:22][CH2:23][N:24]([CH2:35][C:36]([N:38]([CH3:40])[CH3:39])=[O:37])[CH2:25][CH2:26][C:20]=5[CH:19]=4)[N:16]=3)[CH:11]=[CH:12][CH:13]=2)[CH:7]=1, predict the reactants needed to synthesize it. The reactants are: [Cl:1][C:2]1[CH:3]=[CH:4][C:5]([O:29][CH2:30][CH:31]([F:33])[F:32])=[C:6]([C:8]2[C:9]3[N:10]([N:14]=[C:15]([NH:17][C:18]4[CH:28]=[CH:27][C:21]5[CH2:22][CH2:23][NH:24][CH2:25][CH2:26][C:20]=5[CH:19]=4)[N:16]=3)[CH:11]=[CH:12][CH:13]=2)[CH:7]=1.Cl[CH2:35][C:36]([N:38]([CH3:40])[CH3:39])=[O:37].